From a dataset of Catalyst prediction with 721,799 reactions and 888 catalyst types from USPTO. Predict which catalyst facilitates the given reaction. (1) Reactant: [Cl:1][CH2:2][C:3](Cl)=[O:4].[CH3:6][C:7]1[CH:13]=[CH:12][CH:11]=[C:10]([CH3:14])[C:8]=1[NH2:9].C(N(CC)CC)C. Product: [Cl:1][CH2:2][C:3]([NH:9][C:8]1[C:10]([CH3:14])=[CH:11][CH:12]=[CH:13][C:7]=1[CH3:6])=[O:4]. The catalyst class is: 4. (2) Reactant: O.[NH2:2][NH2:3].[CH3:4][O:5][C:6](=[O:27])[CH2:7][C@H:8]1[CH2:13][CH2:12][C@H:11]([C:14]2[CH:19]=[CH:18][C:17]([NH:20][C:21](=[O:26])[C:22](OC)=[O:23])=[CH:16][CH:15]=2)[CH2:10][CH2:9]1. Product: [NH:2]([C:22](=[O:23])[C:21]([NH:20][C:17]1[CH:18]=[CH:19][C:14]([C@H:11]2[CH2:12][CH2:13][C@H:8]([CH2:7][C:6]([O:5][CH3:4])=[O:27])[CH2:9][CH2:10]2)=[CH:15][CH:16]=1)=[O:26])[NH2:3]. The catalyst class is: 14. (3) Reactant: C([O:3][C:4](=[O:27])[C@@H:5]([N:10]1[CH2:14][C:13]([O:15][C:16]2[CH:21]=[CH:20][CH:19]=[C:18]([CH:22]3[CH2:24][CH2:23]3)[C:17]=2[F:25])=[CH:12][C:11]1=[O:26])[CH2:6][CH:7]([CH3:9])[CH3:8])C.O.[OH-].[Li+]. Product: [CH:22]1([C:18]2[C:17]([F:25])=[C:16]([CH:21]=[CH:20][CH:19]=2)[O:15][C:13]2[CH2:14][N:10]([C@@H:5]([CH2:6][CH:7]([CH3:9])[CH3:8])[C:4]([OH:27])=[O:3])[C:11](=[O:26])[CH:12]=2)[CH2:23][CH2:24]1. The catalyst class is: 7. (4) Reactant: [Br:1][C:2]1[CH:7]=[C:6]([C@@H:8]([NH:17][C:18](=[O:24])[O:19]C(C)(C)C)[C@H:9](O)[C:10]2[CH:15]=[CH:14][CH:13]=[CH:12][CH:11]=2)[CH:5]=[CH:4][N:3]=1.C(N1C=CN=C1)(N1C=CN=C1)=O. Product: [Br:1][C:2]1[CH:7]=[C:6]([C@@H:8]2[C@@H:9]([C:10]3[CH:11]=[CH:12][CH:13]=[CH:14][CH:15]=3)[O:24][C:18](=[O:19])[NH:17]2)[CH:5]=[CH:4][N:3]=1. The catalyst class is: 55. (5) Reactant: [Br:1]N1C(=O)CCC1=O.O1CCOCC1.O.C([O:18][C:19]([C:21]1[N:30]=[C:29]([NH:31][CH2:32][C:33]2[CH:38]=[CH:37][CH:36]=[CH:35][N:34]=2)[C:28]2[C:23](=[CH:24][CH:25]=[CH:26][C:27]=2[C:39]2[CH:44]=[CH:43][CH:42]=[CH:41][CH:40]=2)[N:22]=1)=[CH2:20])C. Product: [Br:1][CH2:18][C:19]([C:21]1[N:30]=[C:29]([NH:31][CH2:32][C:33]2[CH:38]=[CH:37][CH:36]=[CH:35][N:34]=2)[C:28]2[C:23](=[CH:24][CH:25]=[CH:26][C:27]=2[C:39]2[CH:44]=[CH:43][CH:42]=[CH:41][CH:40]=2)[N:22]=1)=[O:20]. The catalyst class is: 6.